From a dataset of Full USPTO retrosynthesis dataset with 1.9M reactions from patents (1976-2016). Predict the reactants needed to synthesize the given product. (1) Given the product [CH3:15][O:14][CH2:13][C@@H:11]1[CH2:12][N:8]([C:6]([O:5][C:1]([CH3:4])([CH3:2])[CH3:3])=[O:7])[C@H:9]([C:16]([O:18][CH2:20][C:21]([C:23]2[CH:28]=[CH:27][C:26]([Br:29])=[CH:25][CH:24]=2)=[O:22])=[O:17])[CH2:10]1, predict the reactants needed to synthesize it. The reactants are: [C:1]([O:5][C:6]([N:8]1[CH2:12][C@@H:11]([CH2:13][O:14][CH3:15])[CH2:10][C@H:9]1[C:16]([OH:18])=[O:17])=[O:7])([CH3:4])([CH3:3])[CH3:2].Br[CH2:20][C:21]([C:23]1[CH:28]=[CH:27][C:26]([Br:29])=[CH:25][CH:24]=1)=[O:22].C(N(CC)CC)C.O. (2) The reactants are: C[O:2][C:3]1[C:11]2[O:10][C:9]([CH3:12])=[N:8][C:7]=2[CH:6]=[C:5]([C:13]([O:15]C)=[O:14])[CH:4]=1.[OH-].[Li+]. Given the product [OH:2][C:3]1[C:11]2[O:10][C:9]([CH3:12])=[N:8][C:7]=2[CH:6]=[C:5]([C:13]([OH:15])=[O:14])[CH:4]=1, predict the reactants needed to synthesize it. (3) The reactants are: CN(C)C=O.[F:6][C:7]([F:19])([F:18])[C:8]1[CH:9]=[C:10]([CH:14](O)[CH:15]=[CH2:16])[CH:11]=[CH:12][CH:13]=1.S(Cl)([Cl:22])=O. Given the product [Cl:22][CH:14]([C:10]1[CH:11]=[CH:12][CH:13]=[C:8]([C:7]([F:19])([F:18])[F:6])[CH:9]=1)[CH:15]=[CH2:16], predict the reactants needed to synthesize it. (4) Given the product [OH:2][C:3]1([C:9]([O:11][CH3:13])=[O:10])[CH2:8][CH2:7][NH:6][CH2:5][CH2:4]1, predict the reactants needed to synthesize it. The reactants are: Cl.[OH:2][C:3]1([C:9]([OH:11])=[O:10])[CH2:8][CH2:7][NH:6][CH2:5][CH2:4]1.Cl.[CH3:13]O.